Predict the reactants needed to synthesize the given product. From a dataset of Full USPTO retrosynthesis dataset with 1.9M reactions from patents (1976-2016). Given the product [F:16][C:13]1[CH:14]=[CH:15][C:10]([C@H:8]([NH:7][C:5](=[O:6])[C:4]2[CH:3]=[C:2]([B:31]3[O:35][C:34]([CH3:37])([CH3:36])[C:33]([CH3:39])([CH3:38])[O:32]3)[CH:19]=[C:18]([C:20]3[CH2:24][C@@H:23]([C:25]4[CH:30]=[CH:29][CH:28]=[CH:27][N:26]=4)[O:22][N:21]=3)[CH:17]=2)[CH3:9])=[N:11][CH:12]=1, predict the reactants needed to synthesize it. The reactants are: Br[C:2]1[CH:3]=[C:4]([CH:17]=[C:18]([C:20]2[CH2:24][C@@H:23]([C:25]3[CH:30]=[CH:29][CH:28]=[CH:27][N:26]=3)[O:22][N:21]=2)[CH:19]=1)[C:5]([NH:7][C@@H:8]([C:10]1[CH:15]=[CH:14][C:13]([F:16])=[CH:12][N:11]=1)[CH3:9])=[O:6].[B:31]1([B:31]2[O:35][C:34]([CH3:37])([CH3:36])[C:33]([CH3:39])([CH3:38])[O:32]2)[O:35][C:34]([CH3:37])([CH3:36])[C:33]([CH3:39])([CH3:38])[O:32]1.C([O-])(=O)C.[K+].